From a dataset of Forward reaction prediction with 1.9M reactions from USPTO patents (1976-2016). Predict the product of the given reaction. (1) The product is: [CH:1]1([N:7]([CH:8]2[CH2:13][CH2:12][NH:11][CH2:10][CH2:9]2)[C:21](=[O:27])[CH:22]([CH2:25][CH3:26])[CH2:23][CH3:24])[CH2:2][CH2:3][CH2:4][CH2:5][CH2:6]1. Given the reactants [CH:1]1([N:7]([C:21](=[O:27])[CH:22]([CH2:25][CH3:26])[CH2:23][CH3:24])[CH:8]2[CH2:13][CH2:12][N:11](C(OC(C)(C)C)=O)[CH2:10][CH2:9]2)[CH2:6][CH2:5][CH2:4][CH2:3][CH2:2]1, predict the reaction product. (2) Given the reactants [Cl:1][C:2]1[S:28][C:5]2[NH:6][C:7]([C:9]([NH:11][C@@H:12]3[CH2:20][C:19]4[C:14](=[CH:15][CH:16]=[CH:17][CH:18]=4)[C@H:13]3[CH2:21][CH2:22][C:23]([O:25]CC)=[O:24])=[O:10])=[CH:8][C:4]=2[CH:3]=1.O.[OH-].[Na+], predict the reaction product. The product is: [Cl:1][C:2]1[S:28][C:5]2[NH:6][C:7]([C:9]([NH:11][C@@H:12]3[CH2:20][C:19]4[C:14](=[CH:15][CH:16]=[CH:17][CH:18]=4)[C@H:13]3[CH2:21][CH2:22][C:23]([OH:25])=[O:24])=[O:10])=[CH:8][C:4]=2[CH:3]=1. (3) The product is: [Cl:28][C:22]1[CH:21]=[C:20]([C:17]2[CH:18]=[CH:19][N:15]([CH2:14][C@@H:13]([NH:12][C:9]([C:7]3[N:6]([C:9]([C:7]4[NH:6][N:5]=[C:4]([CH:1]([CH3:3])[CH3:2])[CH:8]=4)=[O:11])[N:5]=[C:4]([CH:1]([CH3:2])[CH3:3])[CH:8]=3)=[O:11])[CH3:29])[N:16]=2)[CH:27]=[CH:26][C:23]=1[C:24]#[N:25]. Given the reactants [CH:1]([C:4]1[CH:8]=[C:7]([C:9]([OH:11])=O)[NH:6][N:5]=1)([CH3:3])[CH3:2].[NH2:12][C@@H:13]([CH3:29])[CH2:14][N:15]1[CH:19]=[CH:18][C:17]([C:20]2[CH:27]=[CH:26][C:23]([C:24]#[N:25])=[C:22]([Cl:28])[CH:21]=2)=[N:16]1, predict the reaction product. (4) Given the reactants [CH:1]([NH:4][C:5](=[O:27])[O:6][C:7]1[CH:8]=[CH:9][C:10]2[C:11]3[N:19]([CH2:20][CH2:21][CH3:22])[C:18]([CH2:23][CH2:24][O:25][CH3:26])=[N:17][C:12]=3[CH:13]=[N:14][C:15]=2[CH:16]=1)([CH3:3])[CH3:2].ClC1C=C(C=CC=1)C(OO)=O.C1(C)C=CC(S(Cl)(=O)=O)=CC=1.[OH-].[NH4+:51], predict the reaction product. The product is: [CH:1]([NH:4][C:5](=[O:27])[O:6][C:7]1[CH:8]=[CH:9][C:10]2[C:11]3[N:19]([CH2:20][CH2:21][CH3:22])[C:18]([CH2:23][CH2:24][O:25][CH3:26])=[N:17][C:12]=3[C:13]([NH2:51])=[N:14][C:15]=2[CH:16]=1)([CH3:3])[CH3:2]. (5) Given the reactants [H-].[Na+].[CH3:3][C:4]1[O:8][N:7]=[C:6]([CH2:9][OH:10])[CH:5]=1.F[C:12]1[CH:19]=[CH:18][CH:17]=[C:16](F)[C:13]=1[C:14]#[N:15].O, predict the reaction product. The product is: [CH3:3][C:4]1[O:8][N:7]=[C:6]([CH2:9][O:10][C:12]2[CH:19]=[CH:18][CH:17]=[CH:16][C:13]=2[C:14]#[N:15])[CH:5]=1. (6) Given the reactants [NH2:1][C:2]([CH3:7])([CH3:6])[C:3]([OH:5])=[O:4].S(Cl)([Cl:10])=O.[CH3:12]O, predict the reaction product. The product is: [ClH:10].[CH3:12][O:4][C:3](=[O:5])[C:2]([NH2:1])([CH3:7])[CH3:6].